This data is from NCI-60 drug combinations with 297,098 pairs across 59 cell lines. The task is: Regression. Given two drug SMILES strings and cell line genomic features, predict the synergy score measuring deviation from expected non-interaction effect. (1) Drug 1: CC1C(C(=O)NC(C(=O)N2CCCC2C(=O)N(CC(=O)N(C(C(=O)O1)C(C)C)C)C)C(C)C)NC(=O)C3=C4C(=C(C=C3)C)OC5=C(C(=O)C(=C(C5=N4)C(=O)NC6C(OC(=O)C(N(C(=O)CN(C(=O)C7CCCN7C(=O)C(NC6=O)C(C)C)C)C)C(C)C)C)N)C. Drug 2: CCCCCOC(=O)NC1=NC(=O)N(C=C1F)C2C(C(C(O2)C)O)O. Cell line: HCT-15. Synergy scores: CSS=-2.98, Synergy_ZIP=2.09, Synergy_Bliss=0.0274, Synergy_Loewe=-2.51, Synergy_HSA=-3.22. (2) Drug 1: CC(CN1CC(=O)NC(=O)C1)N2CC(=O)NC(=O)C2. Synergy scores: CSS=35.8, Synergy_ZIP=-4.34, Synergy_Bliss=-0.281, Synergy_Loewe=4.32, Synergy_HSA=5.92. Drug 2: CC1OCC2C(O1)C(C(C(O2)OC3C4COC(=O)C4C(C5=CC6=C(C=C35)OCO6)C7=CC(=C(C(=C7)OC)O)OC)O)O. Cell line: A498. (3) Drug 1: C(CC(=O)O)C(=O)CN.Cl. Drug 2: B(C(CC(C)C)NC(=O)C(CC1=CC=CC=C1)NC(=O)C2=NC=CN=C2)(O)O. Cell line: SF-295. Synergy scores: CSS=44.7, Synergy_ZIP=-0.0993, Synergy_Bliss=3.84, Synergy_Loewe=-42.4, Synergy_HSA=2.71. (4) Drug 1: C1C(C(OC1N2C=C(C(=O)NC2=O)F)CO)O. Drug 2: C1C(C(OC1N2C=NC3=C(N=C(N=C32)Cl)N)CO)O. Cell line: HCT116. Synergy scores: CSS=49.1, Synergy_ZIP=-5.46, Synergy_Bliss=-7.05, Synergy_Loewe=-5.96, Synergy_HSA=-2.15. (5) Drug 1: COC1=NC(=NC2=C1N=CN2C3C(C(C(O3)CO)O)O)N. Drug 2: CNC(=O)C1=NC=CC(=C1)OC2=CC=C(C=C2)NC(=O)NC3=CC(=C(C=C3)Cl)C(F)(F)F. Cell line: HT29. Synergy scores: CSS=1.10, Synergy_ZIP=-2.00, Synergy_Bliss=-2.74, Synergy_Loewe=-5.28, Synergy_HSA=-3.22. (6) Drug 2: N.N.Cl[Pt+2]Cl. Drug 1: C1CN(P(=O)(OC1)NCCCl)CCCl. Cell line: SNB-75. Synergy scores: CSS=13.6, Synergy_ZIP=-4.68, Synergy_Bliss=1.22, Synergy_Loewe=-7.27, Synergy_HSA=2.33. (7) Drug 1: CC(C)(C#N)C1=CC(=CC(=C1)CN2C=NC=N2)C(C)(C)C#N. Drug 2: CC(C)CN1C=NC2=C1C3=CC=CC=C3N=C2N. Cell line: MDA-MB-231. Synergy scores: CSS=-8.92, Synergy_ZIP=1.18, Synergy_Bliss=-3.78, Synergy_Loewe=-6.37, Synergy_HSA=-6.91.